Dataset: Forward reaction prediction with 1.9M reactions from USPTO patents (1976-2016). Task: Predict the product of the given reaction. (1) Given the reactants CC(P(C(C)(C)C)[C:6]1[C:11]([C:6]2[CH:11]=[CH:10][CH:9]=[CH:8][CH:7]=2)=[CH:10][CH:9]=[CH:8][CH:7]=1)(C)C.[C:22]1([CH3:36])[CH:27]=[CH:26][C:25]([C:28]#[C:29][P:30](=[O:35])([OH:34])[O:31][CH2:32][CH3:33])=[CH:24][CH:23]=1.C#CCCCC, predict the reaction product. The product is: [CH2:32]([O:31][P:30]1(=[O:34])[CH:29]=[C:28]([C:25]2[CH:24]=[CH:23][C:22]([CH3:36])=[CH:27][CH:26]=2)[CH:11]=[C:6]([CH2:7][CH2:8][CH2:9][CH3:10])[O:35]1)[CH3:33]. (2) The product is: [C:30]([N:29]([CH3:36])[C@H:26]1[CH2:27][CH2:28][N:24]([CH:16]([C:17]2[CH:18]=[CH:19][C:20]([F:23])=[CH:21][CH:22]=2)[C:15]([N:14]([CH2:13][C:5]2[C:6]3[C:11](=[CH:10][CH:9]=[CH:8][CH:7]=3)[CH:12]=[C:3]([C:1]#[N:2])[C:4]=2[O:39][CH3:40])[CH3:38])=[O:37])[CH2:25]1)(=[O:35])[CH3:31]. Given the reactants [C:1]([C:3]1[C:4]([O:39][CH3:40])=[C:5]([CH2:13][N:14]([CH3:38])[C:15](=[O:37])[CH:16]([N:24]2[CH2:28][CH2:27][C@H:26]([N:29]([CH3:36])[C:30](=[O:35])[C:31](F)(F)F)[CH2:25]2)[C:17]2[CH:22]=[CH:21][C:20]([F:23])=[CH:19][CH:18]=2)[C:6]2[C:11]([CH:12]=1)=[CH:10][CH:9]=[CH:8][CH:7]=2)#[N:2].C([O-])([O-])=O.[K+].[K+], predict the reaction product. (3) Given the reactants [Br:1][C:2]1[CH:3]=[CH:4][C:5]([O:11][C:12]([F:15])([F:14])[F:13])=[C:6]([CH:10]=1)[C:7]([OH:9])=[O:8].S(=O)(=O)(O)O.[CH3:21]O, predict the reaction product. The product is: [CH3:21][O:8][C:7](=[O:9])[C:6]1[CH:10]=[C:2]([Br:1])[CH:3]=[CH:4][C:5]=1[O:11][C:12]([F:13])([F:14])[F:15]. (4) The product is: [C:1]([O:5][C:6]([N:8]1[CH2:9][CH2:10][CH:11]([NH:14][C:15]2[C:20]([NH2:21])=[CH:19][N:18]=[C:17]3[N:24]([S:27]([C:30]4[CH:35]=[CH:34][CH:33]=[CH:32][CH:31]=4)(=[O:28])=[O:29])[CH:25]=[CH:26][C:16]=23)[CH2:12][CH2:13]1)=[O:7])([CH3:4])([CH3:2])[CH3:3]. Given the reactants [C:1]([O:5][C:6]([N:8]1[CH2:13][CH2:12][CH:11]([NH:14][C:15]2[C:20]([N+:21]([O-])=O)=[CH:19][N:18]=[C:17]3[N:24]([S:27]([C:30]4[CH:35]=[CH:34][CH:33]=[CH:32][CH:31]=4)(=[O:29])=[O:28])[CH:25]=[CH:26][C:16]=23)[CH2:10][CH2:9]1)=[O:7])([CH3:4])([CH3:3])[CH3:2], predict the reaction product. (5) The product is: [OH:1][C@H:2]1[CH2:24][CH2:23][C@@:22]2([CH3:25])[C:4](=[CH:5][CH2:6][C@@H:7]3[C@@H:21]2[CH2:20][C@@H:19]([OH:26])[C@@:18]2([CH3:27])[C@:8]3([OH:28])[CH2:9][CH2:10][C@@H:11]2[C:12]2([O:17][CH2:16][CH2:15][O:14]2)[CH3:13])[CH2:3]1. Given the reactants [OH:1][C@H:2]1[CH2:24][CH2:23][C@@:22]2([CH3:25])[C:4](=[CH:5][CH2:6][C@@H:7]3[C@@H:21]2[CH2:20][C@@H:19]([OH:26])[C@@:18]2([CH3:27])[C@@:8]43[O:28][CH:9]4[CH2:10][C@@H:11]2[C:12]2([O:17][CH2:16][CH2:15][O:14]2)[CH3:13])[CH2:3]1.[H-].[Al+3].[Li+].[H-].[H-].[H-].O.[OH-].[Na+], predict the reaction product. (6) Given the reactants [N+:1]([C:4]1[CH:13]=[CH:12][CH:11]=[CH:10][C:5]=1[NH:6][CH:7]([CH3:9])[CH3:8])([O-])=O.C([O-])=O.[NH4+], predict the reaction product. The product is: [CH3:9][CH:7]([NH:6][C:5]1[C:4]([NH2:1])=[CH:13][CH:12]=[CH:11][CH:10]=1)[CH3:8]. (7) Given the reactants [F:1][C:2]1[CH:3]=[C:4]([C@@H:9]([NH:13][C:14](=[O:34])/[C:15](=[CH:20]/[C:21]2[CH:26]=[CH:25][C:24]([N:27]3[CH:31]=[C:30]([CH3:32])[N:29]=[CH:28]3)=[C:23]([F:33])[CH:22]=2)/[CH2:16][CH2:17][CH2:18]Cl)[C@H:10]([OH:12])[CH3:11])[CH:5]=[CH:6][C:7]=1[F:8].[H-].[Na+].O, predict the reaction product. The product is: [F:1][C:2]1[CH:3]=[C:4]([C@@H:9]([N:13]2[CH2:18][CH2:17][CH2:16]/[C:15](=[CH:20]\[C:21]3[CH:26]=[CH:25][C:24]([N:27]4[CH:31]=[C:30]([CH3:32])[N:29]=[CH:28]4)=[C:23]([F:33])[CH:22]=3)/[C:14]2=[O:34])[C@H:10]([OH:12])[CH3:11])[CH:5]=[CH:6][C:7]=1[F:8]. (8) Given the reactants [CH:1]([C:4]1[NH:5][C:6]2[C:11]([C:12]=1[CH:13]=[O:14])=[CH:10][CH:9]=[C:8]([O:15][CH3:16])[CH:7]=2)([CH3:3])[CH3:2].Cl[CH2:18][C:19]1[O:20][CH:21]=[CH:22][N:23]=1, predict the reaction product. The product is: [CH:1]([C:4]1[N:5]([CH2:18][C:19]2[O:20][CH:21]=[CH:22][N:23]=2)[C:6]2[C:11]([C:12]=1[CH:13]=[O:14])=[CH:10][CH:9]=[C:8]([O:15][CH3:16])[CH:7]=2)([CH3:3])[CH3:2].